From a dataset of NCI-60 drug combinations with 297,098 pairs across 59 cell lines. Regression. Given two drug SMILES strings and cell line genomic features, predict the synergy score measuring deviation from expected non-interaction effect. (1) Drug 1: C1=NC2=C(N=C(N=C2N1C3C(C(C(O3)CO)O)O)F)N. Drug 2: C(CN)CNCCSP(=O)(O)O. Cell line: OVCAR-4. Synergy scores: CSS=-0.764, Synergy_ZIP=-1.63, Synergy_Bliss=-2.61, Synergy_Loewe=-4.87, Synergy_HSA=-2.58. (2) Drug 1: CC1C(C(=O)NC(C(=O)N2CCCC2C(=O)N(CC(=O)N(C(C(=O)O1)C(C)C)C)C)C(C)C)NC(=O)C3=C4C(=C(C=C3)C)OC5=C(C(=O)C(=C(C5=N4)C(=O)NC6C(OC(=O)C(N(C(=O)CN(C(=O)C7CCCN7C(=O)C(NC6=O)C(C)C)C)C)C(C)C)C)N)C. Drug 2: C1=NC2=C(N=C(N=C2N1C3C(C(C(O3)CO)O)O)F)N. Cell line: UACC62. Synergy scores: CSS=15.8, Synergy_ZIP=-4.74, Synergy_Bliss=-0.609, Synergy_Loewe=-29.4, Synergy_HSA=-1.77. (3) Synergy scores: CSS=13.0, Synergy_ZIP=11.2, Synergy_Bliss=4.82, Synergy_Loewe=-48.5, Synergy_HSA=-12.8. Drug 2: CCC1=C2CN3C(=CC4=C(C3=O)COC(=O)C4(CC)O)C2=NC5=C1C=C(C=C5)O. Cell line: SNB-19. Drug 1: CC1=C(C=C(C=C1)C(=O)NC2=CC(=CC(=C2)C(F)(F)F)N3C=C(N=C3)C)NC4=NC=CC(=N4)C5=CN=CC=C5.